Task: Predict the reactants needed to synthesize the given product.. Dataset: Full USPTO retrosynthesis dataset with 1.9M reactions from patents (1976-2016) (1) Given the product [CH2:1]([O:8][CH2:9][CH:10]([CH:23]([CH3:25])[CH3:24])[CH2:11][CH:12]1[CH2:13][O:14][C:27]([CH3:32])([CH3:28])[N:15]1[C:16]([O:17][C:18]([CH3:19])([CH3:20])[CH3:21])=[O:22])[C:2]1[CH:3]=[CH:4][CH:5]=[CH:6][CH:7]=1, predict the reactants needed to synthesize it. The reactants are: [CH2:1]([O:8][CH2:9][CH:10]([CH:23]([CH3:25])[CH3:24])[CH2:11][CH:12]([NH:15][C:16](=[O:22])[O:17][C:18]([CH3:21])([CH3:20])[CH3:19])[CH2:13][OH:14])[C:2]1[CH:7]=[CH:6][CH:5]=[CH:4][CH:3]=1.O.[C:27]1(C)[CH:32]=CC(S(O)(=O)=O)=C[CH:28]=1.COC(C)=C.C(=O)([O-])O.[Na+]. (2) Given the product [C:1]1([N:10]2[CH:19]=[CH:18][C:17]3[C:12](=[CH:13][CH:14]=[CH:15][CH:16]=3)[CH2:11]2)[CH:6]=[CH:5][CH:4]=[CH:3][CH:2]=1, predict the reactants needed to synthesize it. The reactants are: [C:1]1([Mg]Br)[CH:6]=[CH:5][CH:4]=[CH:3][CH:2]=1.Cl[N:10]1[CH:19]=[CH:18][C:17]2[C:12](=[CH:13][CH:14]=[CH:15][CH:16]=2)[CH2:11]1. (3) Given the product [O:19]1[CH2:18][CH2:17][CH:16]([CH2:15][NH:14][C:13]2[C:12]3[C:7](=[CH:8][CH:9]=[CH:10][CH:11]=3)[N:6]=[CH:5][C:4]=2[NH2:1])[CH2:21][CH2:20]1, predict the reactants needed to synthesize it. The reactants are: [N+:1]([C:4]1[CH:5]=[N:6][C:7]2[C:12]([C:13]=1[NH:14][CH2:15][CH:16]1[CH2:21][CH2:20][O:19][CH2:18][CH2:17]1)=[CH:11][CH:10]=[CH:9][CH:8]=2)([O-])=O.